Dataset: NCI-60 drug combinations with 297,098 pairs across 59 cell lines. Task: Regression. Given two drug SMILES strings and cell line genomic features, predict the synergy score measuring deviation from expected non-interaction effect. (1) Drug 1: C1=C(C(=O)NC(=O)N1)N(CCCl)CCCl. Drug 2: CC1=C(C(CCC1)(C)C)C=CC(=CC=CC(=CC(=O)O)C)C. Cell line: PC-3. Synergy scores: CSS=4.63, Synergy_ZIP=-5.61, Synergy_Bliss=-7.61, Synergy_Loewe=-7.94, Synergy_HSA=-6.82. (2) Drug 1: CCCS(=O)(=O)NC1=C(C(=C(C=C1)F)C(=O)C2=CNC3=C2C=C(C=N3)C4=CC=C(C=C4)Cl)F. Drug 2: CC(CN1CC(=O)NC(=O)C1)N2CC(=O)NC(=O)C2. Cell line: EKVX. Synergy scores: CSS=7.12, Synergy_ZIP=-1.88, Synergy_Bliss=-1.78, Synergy_Loewe=-3.32, Synergy_HSA=-3.69. (3) Drug 1: CCCCCOC(=O)NC1=NC(=O)N(C=C1F)C2C(C(C(O2)C)O)O. Drug 2: CN(CCCl)CCCl.Cl. Cell line: HOP-92. Synergy scores: CSS=23.5, Synergy_ZIP=-0.735, Synergy_Bliss=4.48, Synergy_Loewe=-16.9, Synergy_HSA=1.75.